Predict the reactants needed to synthesize the given product. From a dataset of Full USPTO retrosynthesis dataset with 1.9M reactions from patents (1976-2016). (1) Given the product [F:15]/[C:9](=[CH:8]\[C:3]1[CH:4]=[CH:5][CH:6]=[CH:7][C:2]=1[NH:1][C:21](=[O:22])[C:20]1[CH:24]=[CH:25][CH:26]=[C:18]([C:17]([F:16])([F:27])[F:28])[CH:19]=1)/[C:10]([O:12][CH2:13][CH3:14])=[O:11], predict the reactants needed to synthesize it. The reactants are: [NH2:1][C:2]1[CH:7]=[CH:6][CH:5]=[CH:4][C:3]=1/[CH:8]=[C:9](\[F:15])/[C:10]([O:12][CH2:13][CH3:14])=[O:11].[F:16][C:17]([F:28])([F:27])[C:18]1[CH:19]=[C:20]([CH:24]=[CH:25][CH:26]=1)[C:21](Cl)=[O:22]. (2) Given the product [Br:1][C:2]1[NH:3][CH:4]=[C:5]([N+:7]([O-:9])=[O:8])[N:6]=1, predict the reactants needed to synthesize it. The reactants are: [Br:1][C:2]1[NH:3][C:4](I)=[C:5]([N+:7]([O-:9])=[O:8])[N:6]=1.C(O)(C)C.C(N(CC)CC)C.[H][H]. (3) The reactants are: [CH2:1]([O:3][C:4]([N:6]1[CH2:11][CH2:10][CH:9]([NH2:12])[CH2:8][CH2:7]1)=[O:5])[CH3:2].Cl[C:14]1[CH:15]=[C:16]([C:23]([F:26])([F:25])[F:24])[CH:17]=[CH:18][C:19]=1[N+:20]([O-:22])=[O:21].C(=O)([O-])[O-].[Na+].[Na+]. Given the product [N+:20]([C:19]1[CH:14]=[CH:15][C:16]([C:23]([F:24])([F:25])[F:26])=[CH:17][C:18]=1[NH:12][CH:9]1[CH2:8][CH2:7][N:6]([C:4]([O:3][CH2:1][CH3:2])=[O:5])[CH2:11][CH2:10]1)([O-:22])=[O:21], predict the reactants needed to synthesize it. (4) Given the product [CH3:20][S:17]([C:14]1[CH:15]=[CH:16][C:10]2[N:9]=[C:8]([C:5]3[CH:6]=[CH:7][C:2]([C:23]4[C:22]([OH:21])=[CH:27][CH:26]=[CH:25][CH:24]=4)=[CH:3][CH:4]=3)[NH:12][C:11]=2[CH:13]=1)(=[O:19])=[O:18], predict the reactants needed to synthesize it. The reactants are: Br[C:2]1[CH:7]=[CH:6][C:5]([C:8]2[NH:12][C:11]3[CH:13]=[C:14]([S:17]([CH3:20])(=[O:19])=[O:18])[CH:15]=[CH:16][C:10]=3[N:9]=2)=[CH:4][CH:3]=1.[OH:21][C:22]1[CH:27]=[CH:26][CH:25]=[CH:24][C:23]=1B(O)O.